Dataset: Forward reaction prediction with 1.9M reactions from USPTO patents (1976-2016). Task: Predict the product of the given reaction. (1) Given the reactants [CH3:1][C:2]1[C:3]([N:8](COCCOC)[S:9]([C:12]2[S:13][C:14]([CH3:40])=[CH:15][C:16]=2[C:17]2[CH:22]=[CH:21][C:20]([CH2:23][N:24]3[C:33]4[C:28](=[C:29]([CH2:36][CH3:37])[N:30]=[C:31]([CH2:34][CH3:35])[CH:32]=4)[CH:27]=[CH:26][C:25]3=[O:38])=[CH:19][C:18]=2[CH3:39])(=[O:11])=[O:10])=[N:4][O:5][C:6]=1[CH3:7].Cl.[CH2:48](O)[CH3:49], predict the reaction product. The product is: [CH3:1][C:2]1[C:3]([NH:8][S:9]([C:12]2[S:13][C:14]([CH2:40][CH2:48][CH3:49])=[CH:15][C:16]=2[C:17]2[CH:22]=[CH:21][C:20]([CH2:23][N:24]3[C:33]4[C:28](=[C:29]([CH2:36][CH3:37])[N:30]=[C:31]([CH2:34][CH3:35])[CH:32]=4)[CH:27]=[CH:26][C:25]3=[O:38])=[CH:19][C:18]=2[CH3:39])(=[O:11])=[O:10])=[N:4][O:5][C:6]=1[CH3:7]. (2) Given the reactants C(=O)([O-])O[CH2:3][CH:4]=[CH:5][C:6]1[CH:11]=[CH:10][CH:9]=[CH:8][CH:7]=1.[Cl:14][C:15]1[CH:21]=[CH:20][C:18]([NH2:19])=[CH:17][CH:16]=1, predict the reaction product. The product is: [C:4]([CH:5]([C:6]1[CH:11]=[CH:10][CH:9]=[CH:8][CH:7]=1)[NH:19][C:18]1[CH:20]=[CH:21][C:15]([Cl:14])=[CH:16][CH:17]=1)#[CH:3]. (3) The product is: [NH2:1][C:2]1[CH:7]=[CH:6][CH:5]=[C:4]([S:8][CH2:18][CH2:17][C:14]2[CH:15]=[CH:16][C:11]([C:9]#[N:10])=[CH:12][CH:13]=2)[CH:3]=1. Given the reactants [NH2:1][C:2]1[CH:3]=[C:4]([SH:8])[CH:5]=[CH:6][CH:7]=1.[C:9]([C:11]1[CH:16]=[CH:15][C:14]([CH2:17][CH2:18]OS(C2C=CC(C)=CC=2)(=O)=O)=[CH:13][CH:12]=1)#[N:10].C([O-])([O-])=O.[K+].[K+].CCOCC, predict the reaction product. (4) Given the reactants [Al+3].[Cl-].[Cl-].[Cl-].[F:5][C:6]1[CH:7]=[CH:8][C:9]2[S:13][CH:12]=[CH:11][C:10]=2[CH:14]=1.[Cl:15][CH2:16][CH2:17][C:18](Cl)=[O:19], predict the reaction product. The product is: [Cl:15][CH2:16][CH2:17][C:18]([C:11]1[C:10]2[CH:14]=[C:6]([F:5])[CH:7]=[CH:8][C:9]=2[S:13][CH:12]=1)=[O:19]. (5) Given the reactants [CH2:1]([C:6]1[S:7][CH:8]=[CH:9][CH:10]=1)[CH2:2][CH2:3][CH2:4][CH3:5].OC(C(O)(C)C)(C)C.[Li]CCCC.[B:24]([O:33][CH:34]([CH3:36])[CH3:35])([O:29][CH:30]([CH3:32])[CH3:31])OC(C)C, predict the reaction product. The product is: [CH3:36][C:34]1([CH3:35])[C:30]([CH3:31])([CH3:32])[O:29][B:24]([C:8]2[S:7][C:6]([CH2:1][CH2:2][CH2:3][CH2:4][CH3:5])=[CH:10][CH:9]=2)[O:33]1. (6) Given the reactants [NH2:1][C:2]1[S:6][C:5]2[CH2:7][CH2:8][CH2:9][CH2:10][C:4]=2[C:3]=1[C:11]([C:13]1[CH:18]=[CH:17][CH:16]=[C:15]([C:19]([F:22])([F:21])[F:20])[CH:14]=1)=O.[C:23]([O:30][CH3:31])(=[O:29])[CH2:24][CH2:25][C:26]([CH3:28])=O.Cl[Si](C)(C)C, predict the reaction product. The product is: [CH3:28][C:26]1[N:1]=[C:2]2[S:6][C:5]3[CH2:7][CH2:8][CH2:9][CH2:10][C:4]=3[C:3]2=[C:11]([C:13]2[CH:18]=[CH:17][CH:16]=[C:15]([C:19]([F:22])([F:21])[F:20])[CH:14]=2)[C:25]=1[CH2:24][C:23]([O:30][CH3:31])=[O:29].